From a dataset of Full USPTO retrosynthesis dataset with 1.9M reactions from patents (1976-2016). Predict the reactants needed to synthesize the given product. (1) Given the product [Cl:52][C:48]1[CH:47]=[C:46]([C:6]2[CH:7]=[C:2]([CH3:1])[C:3]([C:18]3[C:22](=[O:23])[CH2:21][CH:20]([CH2:24][CH2:25][NH:26][C:27]([C:29]4[CH:34]=[CH:33][CH:32]=[CH:31][N:30]=4)=[O:28])[C:19]=3[O:35][CH3:36])=[C:4]([CH3:17])[CH:5]=2)[CH:51]=[CH:50][CH:49]=1, predict the reactants needed to synthesize it. The reactants are: [CH3:1][C:2]1[CH:7]=[C:6](B2OC(C)(C)C(C)(C)O2)[CH:5]=[C:4]([CH3:17])[C:3]=1[C:18]1[C:22](=[O:23])[CH2:21][CH:20]([CH2:24][CH2:25][NH:26][C:27]([C:29]2[CH:34]=[CH:33][CH:32]=[CH:31][N:30]=2)=[O:28])[C:19]=1[O:35][CH3:36].P([O-])([O-])([O-])=O.[K+].[K+].[K+].Br[C:46]1[CH:51]=[CH:50][CH:49]=[C:48]([Cl:52])[CH:47]=1. (2) Given the product [OH:12][CH2:11][CH2:10][O:9][C:5]1[CH:4]=[C:3]([CH:8]=[CH:7][CH:6]=1)[C:1]#[N:2], predict the reactants needed to synthesize it. The reactants are: [C:1]([C:3]1[CH:4]=[C:5]([O:9][CH2:10][C:11](OCC)=[O:12])[CH:6]=[CH:7][CH:8]=1)#[N:2].[BH4-].[Na+]. (3) The reactants are: [NH2:1][C:2]1[N:10]=[C:9]([O:11][CH2:12][CH2:13][CH2:14][CH3:15])[N:8]=[C:7]2[C:3]=1[NH:4][C:5](=[O:46])[N:6]2[CH2:16][CH2:17][CH2:18][N:19]([CH2:34][C:35]1[CH:36]=[C:37]([CH2:41][C:42]([O:44][CH3:45])=[O:43])[CH:38]=[CH:39][CH:40]=1)[CH:20]1[CH2:25][CH2:24][N:23]([CH2:26][C:27]([O:29]C(C)(C)C)=[O:28])[CH2:22][CH2:21]1. Given the product [NH2:1][C:2]1[N:10]=[C:9]([O:11][CH2:12][CH2:13][CH2:14][CH3:15])[N:8]=[C:7]2[C:3]=1[NH:4][C:5](=[O:46])[N:6]2[CH2:16][CH2:17][CH2:18][N:19]([CH2:34][C:35]1[CH:40]=[CH:39][CH:38]=[C:37]([CH2:41][C:42]([O:44][CH3:45])=[O:43])[CH:36]=1)[CH:20]1[CH2:21][CH2:22][N:23]([CH2:26][C:27]([OH:29])=[O:28])[CH2:24][CH2:25]1, predict the reactants needed to synthesize it. (4) Given the product [CH2:8]([O:7][C:5]([C:4]1[CH:10]=[N:30][N:29]([C:26]2[CH:27]=[CH:28][C:23]([Cl:22])=[CH:24][CH:25]=2)[C:1]=1[CH3:2])=[O:6])[CH3:9], predict the reactants needed to synthesize it. The reactants are: [C:1]([C:4](=[CH:10]N(C)C)[C:5]([O:7][CH2:8][CH3:9])=[O:6])(=O)[CH3:2].C(N(CC)CC)C.Cl.[Cl:22][C:23]1[CH:28]=[CH:27][C:26]([NH:29][NH2:30])=[CH:25][CH:24]=1. (5) The reactants are: F[C:2](F)(F)[C:3]([OH:5])=O.O=C1CC([O-])=C1.[CH:14]1([NH2+:20][CH:21]2[CH2:26][CH2:25][CH2:24][CH2:23]C2)[CH2:19]CCCC1.N1CCCCC1. Given the product [N:20]1([C:14]2[CH2:2][C:3](=[O:5])[CH:19]=2)[CH2:21][CH2:26][CH2:25][CH2:24][CH2:23]1, predict the reactants needed to synthesize it. (6) Given the product [Cl:1][C:2]1[CH:7]=[CH:6][C:5]([C@@H:8]2[CH2:13][CH2:12][NH:11][CH2:10][C@H:9]2[CH2:21][O:22][C:23]2[C:24]([F:50])=[CH:25][C:26]([S:30]([NH:31][C:32]3[S:36][C:52]([CH3:53])=[CH:34][N:33]=3)(=[O:49])=[O:48])=[C:27]([F:29])[CH:28]=2)=[CH:4][CH:3]=1, predict the reactants needed to synthesize it. The reactants are: [Cl:1][C:2]1[CH:7]=[CH:6][C:5]([C@@H:8]2[CH2:13][CH2:12][N:11](C(OC(C)(C)C)=O)[CH2:10][C@H:9]2[CH2:21][O:22][C:23]2[CH:28]=[C:27]([F:29])[C:26]([S:30](=[O:49])(=[O:48])[N:31](CC3C=CC(OC)=CC=3OC)[C:32]3[S:36]N=[CH:34][N:33]=3)=[CH:25][C:24]=2[F:50])=[CH:4][CH:3]=1.N1(C([O-])=O)CCC[CH2:53][CH2:52]1. (7) Given the product [CH2:18]([C:12]1[C:11]([SiH:26]([C:33]2[CH:34]=[CH:35][CH:36]=[CH:37][CH:38]=2)[C:27]2[CH:32]=[CH:31][CH:30]=[CH:29][CH:28]=2)([CH3:10])[C:15]([CH3:40])=[C:14]([CH3:16])[C:13]=1[CH3:17])[C:4]1[CH:9]=[CH:8][CH:7]=[CH:6][CH:5]=1, predict the reactants needed to synthesize it. The reactants are: [H-].[Na+].N[C:4]1[CH:9]=[CH:8][CH:7]=[CH:6][CH:5]=1.[CH3:10][C:11]1[CH2:15][C:14]([CH3:16])=[C:13]([CH3:17])[C:12]=1[CH3:18].C([Si:26](Cl)([C:33]1[CH:38]=[CH:37][CH:36]=[CH:35][CH:34]=1)[C:27]1[CH:32]=[CH:31][CH:30]=[CH:29][CH:28]=1)C1C=CC=CC=1.[C:40](=O)([O-])O.[Na+].C(=O)([O-])[O-].[Na+].[Na+]. (8) Given the product [N:27]1[CH:28]=[CH:29][C:24]([N:15]([CH2:16][O:17][CH2:18][CH2:19][Si:20]([CH3:23])([CH3:21])[CH3:22])[S:12]([C:6]2[CH:5]=[CH:4][C:3]3[C:8](=[CH:9][CH:10]=[CH:11][C:2]=3[B:30]3[O:34][C:33]([CH3:36])([CH3:35])[C:32]([CH3:38])([CH3:37])[O:31]3)[CH:7]=2)(=[O:13])=[O:14])=[N:25][CH:26]=1, predict the reactants needed to synthesize it. The reactants are: Br[C:2]1[CH:11]=[CH:10][CH:9]=[C:8]2[C:3]=1[CH:4]=[CH:5][C:6]([S:12]([N:15]([C:24]1[CH:29]=[CH:28][N:27]=[CH:26][N:25]=1)[CH2:16][O:17][CH2:18][CH2:19][Si:20]([CH3:23])([CH3:22])[CH3:21])(=[O:14])=[O:13])=[CH:7]2.[B:30]1([B:30]2[O:34][C:33]([CH3:36])([CH3:35])[C:32]([CH3:38])([CH3:37])[O:31]2)[O:34][C:33]([CH3:36])([CH3:35])[C:32]([CH3:38])([CH3:37])[O:31]1.C([O-])(=O)C.[K+]. (9) Given the product [N+:10]([C:6]1[CH:7]=[CH:8][CH:9]=[C:4]2[C:5]=1[CH2:13][N:17]([CH:18]1[CH2:23][CH2:22][C:21](=[O:24])[NH:20][C:19]1=[O:25])[C:3]2=[O:15])([O-:12])=[O:11], predict the reactants needed to synthesize it. The reactants are: CO[C:3](=[O:15])[C:4]1[CH:9]=[CH:8][CH:7]=[C:6]([N+:10]([O-:12])=[O:11])[C:5]=1[CH2:13]Br.Cl.[NH2:17][CH:18]1[CH2:23][CH2:22][C:21](=[O:24])[NH:20][C:19]1=[O:25].C(=O)([O-])[O-].[K+].[K+]. (10) Given the product [ClH:1].[ClH:1].[CH3:57][O:56][C:55]1[CH:54]=[C:53]2[C:49]([C:50]([C:58]([F:61])([F:59])[F:60])([C:62]([F:63])([F:64])[F:65])[O:51][CH2:52]2)=[CH:48][C:47]=1[CH2:46][NH:45][C@H:41]1[CH2:42][CH2:43][CH2:44][NH:39][C@H:40]1[C:66]1[CH:71]=[CH:70][CH:69]=[CH:68][CH:67]=1, predict the reactants needed to synthesize it. The reactants are: [ClH:1].Cl.COC1C=C2C(C(C(F)(F)F)OC2)=CC=1CN[C@H]1CCCN[C@H]1C1C=CC=CC=1.C(OC([N:39]1[CH2:44][CH2:43][CH2:42][C@H:41]([NH:45][CH2:46][C:47]2[CH:48]=[C:49]3[C:53](=[CH:54][C:55]=2[O:56][CH3:57])[CH2:52][O:51][C:50]3([C:62]([F:65])([F:64])[F:63])[C:58]([F:61])([F:60])[F:59])[C@@H:40]1[C:66]1[CH:71]=[CH:70][CH:69]=[CH:68][CH:67]=1)=O)(C)(C)C.